Dataset: Full USPTO retrosynthesis dataset with 1.9M reactions from patents (1976-2016). Task: Predict the reactants needed to synthesize the given product. (1) The reactants are: [CH3:1]N(N=O)C(N[N+]([O-])=O)=N.C(OCC)C.[OH-].[Na+].[S:18]1[C:22]2[CH:23]=[C:24]([C:27]([OH:29])=[O:28])[CH:25]=[CH:26][C:21]=2[N:20]=[CH:19]1. Given the product [CH3:1][O:28][C:27]([C:24]1[CH:25]=[CH:26][C:21]2[N:20]=[CH:19][S:18][C:22]=2[CH:23]=1)=[O:29], predict the reactants needed to synthesize it. (2) Given the product [CH3:35][C:33]1[C:28]2[NH:29][C:30](=[O:32])[O:31][C:27]=2[CH:26]=[C:25]([NH:24][C:20]2[N:21]=[CH:22][N:23]=[C:18]([N:1]3[CH2:2][CH2:3][CH:4]([N:7]4[C:15]5[C:10](=[N:11][CH:12]=[CH:13][CH:14]=5)[NH:9][C:8]4=[O:16])[CH2:5][CH2:6]3)[CH:19]=2)[CH:34]=1, predict the reactants needed to synthesize it. The reactants are: [NH:1]1[CH2:6][CH2:5][CH:4]([N:7]2[C:15]3[C:10](=[N:11][CH:12]=[CH:13][CH:14]=3)[NH:9][C:8]2=[O:16])[CH2:3][CH2:2]1.Cl[C:18]1[N:23]=[CH:22][N:21]=[C:20]([NH:24][C:25]2[CH:34]=[C:33]([CH3:35])[C:28]3[NH:29][C:30](=[O:32])[O:31][C:27]=3[CH:26]=2)[CH:19]=1.C(=O)([O-])[O-].[K+].[K+]. (3) Given the product [NH2:60][C@@:59]([C:54]1[CH:53]=[CH:52][C:51]2[C:56](=[CH:57][CH:58]=[C:49]([O:48][C@H:45]3[CH2:44][CH2:43][C@H:42]([C:38]([CH3:41])([CH3:40])[CH3:39])[CH2:47][CH2:46]3)[C:50]=2[C:66]2[CH:71]=[CH:70][C:69]([Cl:72])=[CH:68][CH:67]=2)[CH:55]=1)([CH3:65])[CH2:63][OH:62], predict the reactants needed to synthesize it. The reactants are: N[C@@](C1C=CC2C(=CC=C(O[C@H]3CC[C@H](C(C)(C)C)CC3)C=2C2C=CC(OC(F)(F)F)=CC=2)C=1)(C)CO.[C:38]([C@H:42]1[CH2:47][CH2:46][C@H:45]([O:48][C:49]2[C:50]([C:66]3[CH:71]=[CH:70][C:69]([Cl:72])=[CH:68][CH:67]=3)=[C:51]3[C:56](=[CH:57][CH:58]=2)[CH:55]=[C:54]([C@:59]2([CH3:65])[CH2:63][O:62]C(=O)[NH:60]2)[CH:53]=[CH:52]3)[CH2:44][CH2:43]1)([CH3:41])([CH3:40])[CH3:39]. (4) Given the product [CH2:1]([CH:8]([NH:32][C:33]([C:35]1[CH:44]=[N:43][C:42]2[C:37](=[CH:38][CH:39]=[CH:40][CH:41]=2)[N:36]=1)=[O:34])[CH:9]([O:24][Si:25]([C:28]([CH3:31])([CH3:30])[CH3:29])([CH3:27])[CH3:26])[CH2:10][CH:11]([C:18](=[O:23])[NH:19][CH2:20][CH:21]=[O:22])[CH2:12][CH2:13][C:14]([F:17])([CH3:16])[CH3:15])[C:2]1[CH:3]=[CH:4][CH:5]=[CH:6][CH:7]=1, predict the reactants needed to synthesize it. The reactants are: [CH2:1]([CH:8]([NH:32][C:33]([C:35]1[CH:44]=[N:43][C:42]2[C:37](=[CH:38][CH:39]=[CH:40][CH:41]=2)[N:36]=1)=[O:34])[CH:9]([O:24][Si:25]([C:28]([CH3:31])([CH3:30])[CH3:29])([CH3:27])[CH3:26])[CH2:10][CH:11]([C:18](=[O:23])[NH:19][CH2:20][CH2:21][OH:22])[CH2:12][CH2:13][C:14]([F:17])([CH3:16])[CH3:15])[C:2]1[CH:7]=[CH:6][CH:5]=[CH:4][CH:3]=1.CC(OI1(OC(C)=O)(OC(C)=O)OC(=O)C2C1=CC=CC=2)=O. (5) The reactants are: [F:1][C:2]1[CH:3]=[C:4]([CH:6]=[CH:7][CH:8]=1)[NH2:5].Br[C:10]1[CH:15]=[CH:14][CH:13]=[CH:12][CH:11]=1.CC(C)([O-])C.[Na+]. Given the product [F:1][C:2]1[CH:3]=[C:4]([CH:6]=[CH:7][CH:8]=1)[NH:5][C:10]1[CH:15]=[CH:14][CH:13]=[CH:12][CH:11]=1, predict the reactants needed to synthesize it. (6) Given the product [CH3:1][C:2]1[C:11]2[C:6](=[CH:7][CH:8]=[CH:9][CH:10]=2)[N:5]=[C:4]([N:12]2[CH2:17][CH2:16][N:15]([C:65](=[O:66])[CH2:64][O:63][CH:60]3[CH2:61][CH2:62][CH:57]([NH:56][C:53]4[CH:54]=[CH:55][C:50]([N+:47]([O-:49])=[O:48])=[C:51]([C:68]([F:70])([F:69])[F:71])[CH:52]=4)[CH2:58][CH2:59]3)[CH2:14][CH2:13]2)[CH:3]=1, predict the reactants needed to synthesize it. The reactants are: [CH3:1][C:2]1[C:11]2[C:6](=[CH:7][CH:8]=[CH:9][CH:10]=2)[N:5]=[C:4]([N:12]2[CH2:17][CH2:16][NH:15][CH2:14][CH2:13]2)[CH:3]=1.CCN=C=NCCCN(C)C.Cl.C1C=CC2N(O)N=NC=2C=1.C(N(CC)CC)C.[N+:47]([C:50]1[CH:55]=[CH:54][C:53]([NH:56][CH:57]2[CH2:62][CH2:61][CH:60]([O:63][CH2:64][C:65](O)=[O:66])[CH2:59][CH2:58]2)=[CH:52][C:51]=1[C:68]([F:71])([F:70])[F:69])([O-:49])=[O:48]. (7) Given the product [ClH:1].[NH2:9][CH2:10][C@H:11]([N:16]1[CH2:21][CH2:20][N:19]([S:22]([CH3:25])(=[O:24])=[O:23])[CH2:18][CH2:17]1)[C:12]([O:14][CH3:15])=[O:13], predict the reactants needed to synthesize it. The reactants are: [ClH:1].C(OC([NH:9][CH2:10][C@H:11]([N:16]1[CH2:21][CH2:20][N:19]([S:22]([CH3:25])(=[O:24])=[O:23])[CH2:18][CH2:17]1)[C:12]([O:14][CH3:15])=[O:13])=O)(C)(C)C. (8) Given the product [C:1]1([C:14]2[CH:15]=[CH:16][CH:17]=[CH:18][CH:19]=2)[CH:2]=[CH:3][C:4]([NH:7][C:8]2[CH:13]=[CH:12][C:11]([Br:20])=[CH:10][CH:9]=2)=[CH:5][CH:6]=1, predict the reactants needed to synthesize it. The reactants are: [C:1]1([C:14]2[CH:19]=[CH:18][CH:17]=[CH:16][CH:15]=2)[CH:6]=[CH:5][C:4]([NH:7][C:8]2[CH:13]=[CH:12][CH:11]=[CH:10][CH:9]=2)=[CH:3][CH:2]=1.[Br:20]N1C(=O)CCC1=O. (9) Given the product [N:37]1([O:36][C:2]2[C:3]3[N:4]([C:8]([CH2:12][CH2:13][C:14]([N:19]([CH2:17][CH3:18])[CH2:20][CH2:21][OH:22])=[O:16])=[N:9][C:10]=3[I:11])[CH:5]=[CH:6][N:7]=2)[C:41]2[CH:42]=[CH:43][CH:44]=[CH:45][C:40]=2[N:39]=[N:38]1, predict the reactants needed to synthesize it. The reactants are: Cl[C:2]1[C:3]2[N:4]([C:8]([CH2:12][CH2:13][C:14]([OH:16])=O)=[N:9][C:10]=2[I:11])[CH:5]=[CH:6][N:7]=1.[CH2:17]([NH:19][CH2:20][CH2:21][OH:22])[CH3:18].Cl.C(N=C=NCCCN(C)C)C.O.[OH:36][N:37]1[C:41]2[CH:42]=[CH:43][CH:44]=[CH:45][C:40]=2[N:39]=[N:38]1.CN1CCOCC1. (10) The reactants are: C([N:4]1[C:12]2[C:7](=[CH:8][CH:9]=[C:10]([I:13])[CH:11]=2)[CH2:6][CH2:5]1)(=O)C.[OH-].[Na+].CCO. Given the product [I:13][C:10]1[CH:11]=[C:12]2[C:7]([CH2:6][CH2:5][NH:4]2)=[CH:8][CH:9]=1, predict the reactants needed to synthesize it.